From a dataset of Catalyst prediction with 721,799 reactions and 888 catalyst types from USPTO. Predict which catalyst facilitates the given reaction. (1) Reactant: Cl.[CH:2]1([CH2:5][C:6](=[NH:8])[NH2:7])[CH2:4][CH2:3]1.C[O-].[Na+].[C:12]([C:14]1[CH:19]=[CH:18][CH:17]=[CH:16][C:15]=1[C:20]1[CH:25]=[CH:24][C:23]([CH2:26][CH:27]([C:32](=O)[CH2:33][CH2:34][CH2:35][CH3:36])[C:28](OC)=[O:29])=[CH:22][CH:21]=1)#[N:13]. Product: [CH2:33]([C:32]1[N:8]=[C:6]([CH2:5][CH:2]2[CH2:4][CH2:3]2)[NH:7][C:28](=[O:29])[C:27]=1[CH2:26][C:23]1[CH:22]=[CH:21][C:20]([C:15]2[C:14]([C:12]#[N:13])=[CH:19][CH:18]=[CH:17][CH:16]=2)=[CH:25][CH:24]=1)[CH2:34][CH2:35][CH3:36]. The catalyst class is: 5. (2) Reactant: [Cl:1][C:2]1[N:7]=[C:6](Cl)[CH:5]=[CH:4][N:3]=1.[Br:9][C:10]1[CH:16]=[C:15]([CH3:17])[CH:14]=[CH:13][C:11]=1[NH2:12].C(N(C(C)C)CC)(C)C. Product: [CH3:11][CH2:13][CH2:14][CH:15]([CH3:17])[CH3:16].[Cl:1][C:2]1[N:7]=[C:6]([NH:12][C:11]2[CH:13]=[CH:14][C:15]([CH3:17])=[CH:16][C:10]=2[Br:9])[CH:5]=[CH:4][N:3]=1. The catalyst class is: 51. (3) Reactant: [CH2:1]([O:3][C:4](=[O:10])[CH2:5][C:6]([NH:8][NH2:9])=[O:7])[CH3:2].[C:11](Cl)(=[O:14])[CH2:12][CH3:13].C(OCC)(=O)C. Product: [CH2:1]([O:3][C:4](=[O:10])[CH2:5][C:6](=[O:7])[NH:8][NH:9][C:11](=[O:14])[CH2:12][CH3:13])[CH3:2]. The catalyst class is: 1.